Dataset: Full USPTO retrosynthesis dataset with 1.9M reactions from patents (1976-2016). Task: Predict the reactants needed to synthesize the given product. (1) The reactants are: [Cl-].O[NH3+].[C:4](=[O:7])([O-])[OH:5].[Na+].[CH2:9]([C:11]1[S:45][C:14]2[N:15]([CH2:30][C:31]3[CH:36]=[CH:35][C:34]([C:37]4[C:38]([C:43]#[N:44])=[CH:39][CH:40]=[CH:41][CH:42]=4)=[CH:33][CH:32]=3)[C:16](=[O:29])[C:17]([CH3:28])([CH2:20][CH2:21][C:22]3[CH:27]=[CH:26][CH:25]=[CH:24][CH:23]=3)[C:18](=[O:19])[C:13]=2[CH:12]=1)[CH3:10].[N:46]12CCCN=C1CCCCC2. Given the product [CH2:9]([C:11]1[S:45][C:14]2[N:15]([CH2:30][C:31]3[CH:32]=[CH:33][C:34]([C:37]4[CH:42]=[CH:41][CH:40]=[CH:39][C:38]=4[C:43]4[NH:46][C:4](=[O:7])[O:5][N:44]=4)=[CH:35][CH:36]=3)[C:16](=[O:29])[C:17]([CH3:28])([CH2:20][CH2:21][C:22]3[CH:27]=[CH:26][CH:25]=[CH:24][CH:23]=3)[C:18](=[O:19])[C:13]=2[CH:12]=1)[CH3:10], predict the reactants needed to synthesize it. (2) The reactants are: [Cl:1][C:2]1[CH:7]=[C:6]([Cl:8])[N:5]=[C:4]([N:9]2[CH2:14][CH2:13][O:12][CH2:11][CH2:10]2)[N:3]=1.[CH3:15]C(C(OC)=O)C(OC)=O. Given the product [Cl:8][C:6]1[C:7]([CH3:15])=[C:2]([Cl:1])[N:3]=[C:4]([N:9]2[CH2:14][CH2:13][O:12][CH2:11][CH2:10]2)[N:5]=1, predict the reactants needed to synthesize it. (3) The reactants are: C([O-])([O-])=O.[K+].[K+].[Cl:7][C:8]1[CH:13]=[CH:12][C:11]([O:14][CH3:15])=[CH:10][C:9]=1[OH:16].Cl[CH:18]([C:23]([O:25][CH3:26])=[O:24])[C:19]([O:21][CH3:22])=[O:20]. Given the product [CH3:22][O:21][C:19](=[O:20])[CH:18]([O:16][C:9]1[CH:10]=[C:11]([O:14][CH3:15])[CH:12]=[CH:13][C:8]=1[Cl:7])[C:23]([O:25][CH3:26])=[O:24], predict the reactants needed to synthesize it. (4) Given the product [Cl:1][C:2]1[CH:30]=[CH:29][CH:28]=[C:27]([C:31]([F:33])([F:34])[F:32])[C:3]=1[C:4]([N:6]1[C:14]2[C:9](=[CH:10][CH:11]=[CH:12][CH:13]=2)[C:8]([C:15]2[CH:24]=[CH:23][C:18]([C:19]([OH:21])=[O:20])=[CH:17][C:16]=2[F:25])=[C:7]1[CH3:26])=[O:5], predict the reactants needed to synthesize it. The reactants are: [Cl:1][C:2]1[CH:30]=[CH:29][CH:28]=[C:27]([C:31]([F:34])([F:33])[F:32])[C:3]=1[C:4]([N:6]1[C:14]2[C:9](=[CH:10][CH:11]=[CH:12][CH:13]=2)[C:8]([C:15]2[CH:24]=[CH:23][C:18]([C:19]([O:21]C)=[O:20])=[CH:17][C:16]=2[F:25])=[C:7]1[CH3:26])=[O:5].[Li+].[OH-].Cl.